From a dataset of Catalyst prediction with 721,799 reactions and 888 catalyst types from USPTO. Predict which catalyst facilitates the given reaction. (1) Reactant: [Br:1][C:2]1[CH:16]=[CH:15][C:5]2[N:6]=[C:7]([NH:9][C:10]([NH:12][CH2:13][CH3:14])=[O:11])[S:8][C:4]=2[C:3]=1[OH:17].C(=O)([O-])[O-].[K+].[K+].[CH2:24](Br)[C:25]1[CH:30]=[CH:29][CH:28]=[CH:27][CH:26]=1.CO. Product: [Br:1][C:2]1[CH:16]=[CH:15][C:5]2[N:6]=[C:7]([NH:9][C:10]([NH:12][CH2:13][CH3:14])=[O:11])[S:8][C:4]=2[C:3]=1[O:17][CH2:24][C:25]1[CH:30]=[CH:29][CH:28]=[CH:27][CH:26]=1. The catalyst class is: 3. (2) Reactant: I[C:2]1[C:10]2[C:5](=[CH:6][CH:7]=[C:8]([C:11]3[O:15][C:14]([NH:16][C:17]([C:20]4[CH:25]=[CH:24][CH:23]=[CH:22][CH:21]=4)([CH3:19])[CH3:18])=[N:13][N:12]=3)[CH:9]=2)[N:4]([S:26]([C:29]2[CH:35]=[CH:34][C:32]([CH3:33])=[CH:31][CH:30]=2)(=[O:28])=[O:27])[CH:3]=1.[B:36]1([B:36]2[O:40][C:39]([CH3:42])([CH3:41])[C:38]([CH3:44])([CH3:43])[O:37]2)[O:40][C:39]([CH3:42])([CH3:41])[C:38]([CH3:44])([CH3:43])[O:37]1.C([O-])(=O)C.[K+].C(Cl)Cl. Product: [C:20]1([C:17]([NH:16][C:14]2[O:15][C:11]([C:8]3[CH:9]=[C:10]4[C:5](=[CH:6][CH:7]=3)[N:4]([S:26]([C:29]3[CH:35]=[CH:34][C:32]([CH3:33])=[CH:31][CH:30]=3)(=[O:28])=[O:27])[CH:3]=[C:2]4[B:36]3[O:40][C:39]([CH3:42])([CH3:41])[C:38]([CH3:44])([CH3:43])[O:37]3)=[N:12][N:13]=2)([CH3:18])[CH3:19])[CH:21]=[CH:22][CH:23]=[CH:24][CH:25]=1. The catalyst class is: 431. (3) Reactant: [F:1][C:2]1[CH:3]=[C:4]([N:24]2[CH2:29][CH2:28][CH:27](O)[CH2:26][CH2:25]2)[CH:5]=[CH:6][C:7]=1[CH2:8][N:9]1[C@@H:14]([CH3:15])[CH2:13][CH2:12][CH:11]([C:16]2[CH:21]=[CH:20][CH:19]=[CH:18][CH:17]=2)[S:10]1(=[O:23])=[O:22].[NH:31]1[CH:35]=[N:34][N:33]=[N:32]1.C1(P(C2C=CC=CC=2)C2C=CC=CC=2)C=CC=CC=1.N(C(OC(C)C)=O)=NC(OC(C)C)=O. Product: [F:1][C:2]1[CH:3]=[C:4]([N:24]2[CH2:29][CH2:28][CH:27]([N:31]3[CH:35]=[N:34][N:33]=[N:32]3)[CH2:26][CH2:25]2)[CH:5]=[CH:6][C:7]=1[CH2:8][N:9]1[C@@H:14]([CH3:15])[CH2:13][CH2:12][CH:11]([C:16]2[CH:21]=[CH:20][CH:19]=[CH:18][CH:17]=2)[S:10]1(=[O:23])=[O:22]. The catalyst class is: 4. (4) Reactant: [C:1]([O:5][C:6]([NH:8][C:9]([CH3:13])([CH3:12])[CH2:10][OH:11])=[O:7])([CH3:4])([CH3:3])[CH3:2].[OH-].[Na+].[C:16]1([CH3:26])[CH:21]=[CH:20][C:19]([S:22](Cl)(=[O:24])=[O:23])=[CH:18][CH:17]=1. Product: [C:16]1([CH3:26])[CH:21]=[CH:20][C:19]([S:22]([O:11][CH2:10][C:9]([NH:8][C:6]([O:5][C:1]([CH3:4])([CH3:3])[CH3:2])=[O:7])([CH3:13])[CH3:12])(=[O:24])=[O:23])=[CH:18][CH:17]=1. The catalyst class is: 28. (5) Reactant: [CH3:1][O:2][C:3]1[CH:12]=[C:11]2[C:6]([C:7](=[O:15])[N:8]([CH3:14])[C:9](=[O:13])[NH:10]2)=[CH:5][CH:4]=1.C[Si]([N-][Si](C)(C)C)(C)C.[Li+].CS(O[CH2:31][CH2:32][N:33]1[CH2:38][CH2:37][CH:36]([NH:39][C:40]([O:42][C:43]([CH3:46])([CH3:45])[CH3:44])=[O:41])[CH2:35][CH2:34]1)(=O)=O.COC1C=C2C(C=CC(=O)N2CCN2CCC(NC(=O)OC(C)(C)C)CC2)=CC=1. Product: [CH3:1][O:2][C:3]1[CH:12]=[C:11]2[C:6]([C:7](=[O:15])[N:8]([CH3:14])[C:9](=[O:13])[N:10]2[CH2:31][CH2:32][N:33]2[CH2:38][CH2:37][CH:36]([NH:39][C:40](=[O:41])[O:42][C:43]([CH3:46])([CH3:45])[CH3:44])[CH2:35][CH2:34]2)=[CH:5][CH:4]=1. The catalyst class is: 98. (6) Product: [C:15]1([S:21]([CH2:24][C:25]2([C:9]3[CH:10]=[CH:11][C:6]([CH2:5][CH2:4][OH:3])=[CH:7][CH:8]=3)[CH2:28][O:27][CH2:26]2)(=[O:23])=[O:22])[CH:16]=[CH:17][CH:18]=[CH:19][CH:20]=1. The catalyst class is: 225. Reactant: [OH-].[K+].[OH:3][CH2:4][CH2:5][C:6]1[CH:11]=[CH:10][C:9](B(O)O)=[CH:8][CH:7]=1.[C:15]1([S:21]([CH:24]=[C:25]2[CH2:28][O:27][CH2:26]2)(=[O:23])=[O:22])[CH:20]=[CH:19][CH:18]=[CH:17][CH:16]=1. (7) Reactant: [F:1][C:2]([F:32])([F:31])[O:3][C:4]1[CH:5]=[C:6]([CH:10]2[CH2:13][C:12]3([CH2:18][CH2:17][N:16]([C:19](OC4C=CC([N+]([O-])=O)=CC=4)=[O:20])[CH2:15][CH2:14]3)[CH2:11]2)[CH:7]=[CH:8][CH:9]=1.CC(N(C)C)=O.[CH2:39]([N:41]1[C:45]([NH2:46])=[N:44][N:43]=[N:42]1)[CH3:40]. Product: [CH2:39]([N:41]1[C:45]([NH:46][C:19]([N:16]2[CH2:15][CH2:14][C:12]3([CH2:13][CH:10]([C:6]4[CH:7]=[CH:8][CH:9]=[C:4]([O:3][C:2]([F:31])([F:1])[F:32])[CH:5]=4)[CH2:11]3)[CH2:18][CH2:17]2)=[O:20])=[N:44][N:43]=[N:42]1)[CH3:40]. The catalyst class is: 16.